From a dataset of Tyrosyl-DNA phosphodiesterase HTS with 341,365 compounds. Binary Classification. Given a drug SMILES string, predict its activity (active/inactive) in a high-throughput screening assay against a specified biological target. (1) The result is 0 (inactive). The molecule is Brc1ccc(c2n(Cc3ccccc3)c(=S)[nH]n2)cc1. (2) The compound is Brc1cc(S(=O)(=O)N2CCC(CC2)C(=O)N)c(OCC)cc1. The result is 0 (inactive). (3) The molecule is O1c2c(OCC1)ccc(c2)c1onc(c1)C(Oc1cc(cc(c1)C)C)=O. The result is 0 (inactive). (4) The molecule is Brc1ccc(OCCOC(=O)Cn2nc(c([N+]([O-])=O)c2C)C)cc1. The result is 0 (inactive).